From a dataset of Forward reaction prediction with 1.9M reactions from USPTO patents (1976-2016). Predict the product of the given reaction. (1) Given the reactants [Cl:1][C:2]1[C:3]([F:31])=[C:4]([CH:8]2[C:12]([C:15]3[CH:20]=[CH:19][C:18]([Cl:21])=[CH:17][C:16]=3[F:22])([C:13]#[N:14])[CH:11]([CH2:23][C:24]([CH3:27])([CH3:26])[CH3:25])[NH:10][CH:9]2[C:28](O)=[O:29])[CH:5]=[CH:6][CH:7]=1.CN(C(ON1N=NC2C=CC=NC1=2)=[N+](C)C)C.F[P-](F)(F)(F)(F)F.CCN(C(C)C)C(C)C.[NH:65]1[C:69]([C:70]2[CH:71]=[C:72]([NH2:76])[CH:73]=[CH:74][CH:75]=2)=[N:68][N:67]=[N:66]1, predict the reaction product. The product is: [NH:68]1[C:69]([C:70]2[CH:71]=[C:72]([NH:76][C:28]([CH:9]3[CH:8]([C:4]4[CH:5]=[CH:6][CH:7]=[C:2]([Cl:1])[C:3]=4[F:31])[C:12]([C:15]4[CH:20]=[CH:19][C:18]([Cl:21])=[CH:17][C:16]=4[F:22])([C:13]#[N:14])[CH:11]([CH2:23][C:24]([CH3:27])([CH3:26])[CH3:25])[NH:10]3)=[O:29])[CH:73]=[CH:74][CH:75]=2)=[N:65][N:66]=[N:67]1. (2) Given the reactants C([NH:5][S:6]([C:9]1[CH:14]=[CH:13][C:12]([C:15]2[N:16]=[CH:17][N:18]([C:20]3[N:25]=[C:24]([CH3:26])[CH:23]=[C:22]([C:27]4[CH:32]=[CH:31][C:30]([C:33]([F:36])([F:35])[F:34])=[CH:29][CH:28]=4)[N:21]=3)[CH:19]=2)=[CH:11][CH:10]=1)(=[O:8])=[O:7])(C)(C)C.C(O)(C(F)(F)F)=O, predict the reaction product. The product is: [CH3:26][C:24]1[CH:23]=[C:22]([C:27]2[CH:32]=[CH:31][C:30]([C:33]([F:36])([F:34])[F:35])=[CH:29][CH:28]=2)[N:21]=[C:20]([N:18]2[CH:19]=[C:15]([C:12]3[CH:13]=[CH:14][C:9]([S:6]([NH2:5])(=[O:8])=[O:7])=[CH:10][CH:11]=3)[N:16]=[CH:17]2)[N:25]=1. (3) Given the reactants [CH3:1][O:2][C@@:3]([CH3:10])([CH2:7][CH2:8][CH3:9])[C:4](O)=[O:5].CSC.B.[OH-].[Na+], predict the reaction product. The product is: [CH3:1][O:2][C@@:3]([CH3:10])([CH2:7][CH2:8][CH3:9])[CH2:4][OH:5]. (4) Given the reactants [OH:1][C@@H:2]1[C@H:6]2[N:7](C(OC(C)(C)C)=O)[CH2:8][C@@H:9]([O:10][S:11]([C:14]3[CH:20]=[CH:19][C:17]([CH3:18])=[CH:16][CH:15]=3)(=[O:13])=[O:12])[C@H:5]2[O:4][CH2:3]1.O1CCOCC1.[ClH:34], predict the reaction product. The product is: [ClH:34].[CH3:18][C:17]1[CH:19]=[CH:20][C:14]([S:11]([O:10][C@@H:9]2[CH2:8][NH:7][C@@H:6]3[C@@H:2]([OH:1])[CH2:3][O:4][C@H:5]23)(=[O:13])=[O:12])=[CH:15][CH:16]=1. (5) Given the reactants Cl.[NH2:2][C@@H:3]1[CH2:8][CH2:7][C@H:6]([NH:9][C:10]([C:12]2[C:16]3=[N:17][CH:18]=[CH:19][C:20]([C:21]4[CH:26]=[C:25]([O:27][CH3:28])[C:24]([F:29])=[CH:23][C:22]=4[O:30][CH2:31][CH:32]4[CH2:34][CH2:33]4)=[C:15]3[NH:14][C:13]=2[CH3:35])=[O:11])[CH2:5][CH2:4]1.[C:36](Cl)(=[O:39])[CH2:37][CH3:38], predict the reaction product. The product is: [CH:32]1([CH2:31][O:30][C:22]2[CH:23]=[C:24]([F:29])[C:25]([O:27][CH3:28])=[CH:26][C:21]=2[C:20]2[CH:19]=[CH:18][N:17]=[C:16]3[C:12]([C:10]([NH:9][C@H:6]4[CH2:7][CH2:8][C@@H:3]([NH:2][C:36](=[O:39])[CH2:37][CH3:38])[CH2:4][CH2:5]4)=[O:11])=[C:13]([CH3:35])[NH:14][C:15]=23)[CH2:33][CH2:34]1. (6) Given the reactants [CH3:1][O:2][C:3]([C:5]1[N:6]=[C:7]([NH:10][C:11](=[O:29])[C@@H:12]([NH:21]C(OC(C)(C)C)=O)[C@H:13]([C:15]2[CH:20]=[CH:19][CH:18]=[CH:17][CH:16]=2)[CH3:14])[S:8][CH:9]=1)=[O:4].FC(F)(F)C(O)=O, predict the reaction product. The product is: [CH3:1][O:2][C:3]([C:5]1[N:6]=[C:7]([NH:10][C:11](=[O:29])[C@@H:12]([NH2:21])[C@H:13]([C:15]2[CH:16]=[CH:17][CH:18]=[CH:19][CH:20]=2)[CH3:14])[S:8][CH:9]=1)=[O:4].